This data is from Full USPTO retrosynthesis dataset with 1.9M reactions from patents (1976-2016). The task is: Predict the reactants needed to synthesize the given product. (1) Given the product [C:21]([OH:24])(=[O:20])[CH3:22].[Cl:29][C:30]1[CH:31]=[C:32]([C:2]2[CH:7]=[CH:6][CH:5]=[C:4]([C:8]3([C:18]4[CH:22]=[CH:21][O:20][CH:19]=4)[C:12]4=[N:13][CH2:14][CH2:15][CH2:16][N:11]4[C:10]([NH2:17])=[N:9]3)[CH:3]=2)[CH:33]=[C:34]([Cl:36])[CH:35]=1, predict the reactants needed to synthesize it. The reactants are: Br[C:2]1[CH:3]=[C:4]([C:8]2([C:18]3[CH:22]=[CH:21][O:20][CH:19]=3)[C:12]3=[N:13][CH2:14][CH2:15][CH2:16][N:11]3[C:10]([NH2:17])=[N:9]2)[CH:5]=[CH:6][CH:7]=1.C(=O)([O-])[O-:24].[Cs+].[Cs+].[Cl:29][C:30]1[CH:31]=[C:32](B(O)O)[CH:33]=[C:34]([Cl:36])[CH:35]=1. (2) Given the product [CH3:42][N:39]1[CH2:38][C@@H:37]([CH2:43][O:10][C:7]2[CH:8]=[CH:9][C:3]3[O:2][CH2:1][O:5][C:4]=3[CH:6]=2)[C@H:36]([C:33]2[CH:32]=[CH:31][C:30]([F:29])=[CH:35][CH:34]=2)[CH2:41][CH2:40]1, predict the reactants needed to synthesize it. The reactants are: [CH2:1]1[O:5][C:4]2[CH:6]=[C:7]([OH:10])[CH:8]=[CH:9][C:3]=2[O:2]1.[OH-].C([N+](CCCC)(CCCC)CCCC)CCC.[F:29][C:30]1[CH:35]=[CH:34][C:33]([CH:36]2[CH2:41][CH2:40][N:39]([CH3:42])[CH2:38][CH:37]2[CH2:43]Cl)=[CH:32][CH:31]=1. (3) Given the product [NH2:1][C:4]1[CH:25]=[C:24]([NH2:26])[CH:23]=[CH:22][C:5]=1[O:6][C:7]1[CH:21]=[CH:20][C:10]([O:11][CH2:12][CH2:13][CH2:14][CH2:15][CH2:16][CH2:17][CH2:18][CH3:19])=[CH:9][CH:8]=1, predict the reactants needed to synthesize it. The reactants are: [N+:1]([C:4]1[CH:25]=[C:24]([N+:26]([O-])=O)[CH:23]=[CH:22][C:5]=1[O:6][C:7]1[CH:21]=[CH:20][C:10]([O:11][CH2:12][CH2:13][CH2:14][CH2:15][CH2:16][CH2:17][CH2:18][CH3:19])=[CH:9][CH:8]=1)([O-])=O.[H][H]. (4) Given the product [C:24]([C:23]1[CH:26]=[CH:27][CH:28]=[CH:29][C:22]=1[O:21][CH2:16][CH2:15][CH2:14][O:13][C:10]1[CH:9]=[CH:8][C:7]([CH2:6][C@H:5]([O:18][CH3:19])[C:4]([OH:3])=[O:20])=[CH:12][CH:11]=1)#[N:25], predict the reactants needed to synthesize it. The reactants are: C([O:3][C:4](=[O:20])[C@@H:5]([O:18][CH3:19])[CH2:6][C:7]1[CH:12]=[CH:11][C:10]([O:13][CH2:14][CH2:15][CH2:16]Br)=[CH:9][CH:8]=1)C.[OH:21][C:22]1[CH:29]=[CH:28][CH:27]=[CH:26][C:23]=1[C:24]#[N:25].CO[C@@H](CC1C=CC(OCCCOC2C=CC=CC=2)=CC=1)C(O)=O. (5) Given the product [NH2:21][C:19]([C:3]1[CH:4]=[N:5][C:6]2[C:11]([C:2]=1[NH:22][C:23]1[CH:24]=[C:25]([C:32]([OH:34])=[O:33])[CH:26]=[C:27]([C:29]([OH:31])=[O:30])[CH:28]=1)=[CH:10][CH:9]=[C:8]([C:12]1[C:13]([CH3:18])=[N:14][O:15][C:16]=1[CH3:17])[CH:7]=2)=[O:20], predict the reactants needed to synthesize it. The reactants are: Cl[C:2]1[C:11]2[C:6](=[CH:7][C:8]([C:12]3[C:13]([CH3:18])=[N:14][O:15][C:16]=3[CH3:17])=[CH:9][CH:10]=2)[N:5]=[CH:4][C:3]=1[C:19]([NH2:21])=[O:20].[NH2:22][C:23]1[CH:24]=[C:25]([C:32]([OH:34])=[O:33])[CH:26]=[C:27]([C:29]([OH:31])=[O:30])[CH:28]=1.